Dataset: Reaction yield outcomes from USPTO patents with 853,638 reactions. Task: Predict the reaction yield, written as a fraction of the theoretical maximum amount of product (1.0 means a 100% yield; for example, 0.34 means a 34% yield). The reactants are [CH3:1][N:2]1[C:6]2=[CH:7][N:8]=[CH:9][C:10]([C:11]3[CH:16]=[CH:15][C:14]([NH2:17])=[CH:13][CH:12]=3)=[C:5]2[CH:4]=[N:3]1.[C:18]1([N:24]=[C:25]=[O:26])[CH:23]=[CH:22][CH:21]=[CH:20][CH:19]=1. The catalyst is C(Cl)Cl. The product is [CH3:1][N:2]1[C:6]2=[CH:7][N:8]=[CH:9][C:10]([C:11]3[CH:16]=[CH:15][C:14]([NH:17][C:25]([NH:24][C:18]4[CH:23]=[CH:22][CH:21]=[CH:20][CH:19]=4)=[O:26])=[CH:13][CH:12]=3)=[C:5]2[CH:4]=[N:3]1. The yield is 0.170.